Regression. Given two drug SMILES strings and cell line genomic features, predict the synergy score measuring deviation from expected non-interaction effect. From a dataset of NCI-60 drug combinations with 297,098 pairs across 59 cell lines. (1) Cell line: HS 578T. Drug 2: C(CC(=O)O)C(=O)CN.Cl. Drug 1: C1=NC2=C(N1)C(=S)N=CN2. Synergy scores: CSS=24.0, Synergy_ZIP=-5.35, Synergy_Bliss=-3.30, Synergy_Loewe=-12.6, Synergy_HSA=-2.33. (2) Drug 1: C1=NC(=NC(=O)N1C2C(C(C(O2)CO)O)O)N. Drug 2: C1=CC=C(C(=C1)C(C2=CC=C(C=C2)Cl)C(Cl)Cl)Cl. Cell line: UACC62. Synergy scores: CSS=5.48, Synergy_ZIP=-2.74, Synergy_Bliss=0.615, Synergy_Loewe=-0.341, Synergy_HSA=1.13.